This data is from Forward reaction prediction with 1.9M reactions from USPTO patents (1976-2016). The task is: Predict the product of the given reaction. (1) Given the reactants [CH3:1][Mg+].[Br-].[Br:4][C:5]1[CH:6]=[CH:7][C:8]([Cl:17])=[C:9]([CH:16]=1)[C:10](N(OC)C)=[O:11].O, predict the reaction product. The product is: [Br:4][C:5]1[CH:6]=[CH:7][C:8]([Cl:17])=[C:9]([C:10](=[O:11])[CH3:1])[CH:16]=1. (2) The product is: [Cl:1][C:2]1[CH:3]=[CH:4][C:5]2[N:11]3[C:12]([CH3:16])=[C:13]([CH3:15])[N:14]=[C:10]3[C@@H:9]([CH2:17][CH2:18][N:19]3[CH:23]=[C:22]([C:24]([OH:26])=[O:25])[CH:21]=[N:20]3)[O:8][C@H:7]([C:29]3[CH:34]=[CH:33][CH:32]=[C:31]([O:35][CH3:36])[C:30]=3[O:37][CH3:38])[C:6]=2[CH:39]=1. Given the reactants [Cl:1][C:2]1[CH:3]=[CH:4][C:5]2[N:11]3[C:12]([CH3:16])=[C:13]([CH3:15])[N:14]=[C:10]3[C@@H:9]([CH2:17][CH2:18][N:19]3[CH:23]=[C:22]([C:24]([O:26]CC)=[O:25])[CH:21]=[N:20]3)[O:8][C@H:7]([C:29]3[CH:34]=[CH:33][CH:32]=[C:31]([O:35][CH3:36])[C:30]=3[O:37][CH3:38])[C:6]=2[CH:39]=1.[OH-].[Na+].Cl, predict the reaction product. (3) Given the reactants [NH2:1][C:2]1[NH:6][N:5]=[N:4][N:3]=1.C(N(CC)CC)C.[C:14]1([CH:24]=O)[C:23]2[C:18](=[CH:19][CH:20]=[CH:21][CH:22]=2)[CH:17]=[CH:16][CH:15]=1.[CH2:26]1[C:35]2[C:30](=[CH:31][CH:32]=[CH:33][CH:34]=2)[CH2:29][CH2:28][C:27]1=O, predict the reaction product. The product is: [C:14]1([CH:24]2[C:31]3[C:30]4[CH:29]=[CH:28][CH:27]=[CH:26][C:35]=4[CH2:34][CH2:33][C:32]=3[NH:1][C:2]3=[N:3][N:4]=[N:5][N:6]23)[C:23]2[C:18](=[CH:19][CH:20]=[CH:21][CH:22]=2)[CH:17]=[CH:16][CH:15]=1. (4) Given the reactants [NH:1]1[CH2:6][CH2:5][CH:4]([OH:7])[CH2:3][CH2:2]1.C(=O)([O-])[O-].[K+].[K+].Cl[C:15]1[N:20]=[CH:19][C:18]([CH2:21][CH2:22][CH3:23])=[CH:17][N:16]=1, predict the reaction product. The product is: [CH2:21]([C:18]1[CH:17]=[N:16][C:15]([N:1]2[CH2:6][CH2:5][CH:4]([OH:7])[CH2:3][CH2:2]2)=[N:20][CH:19]=1)[CH2:22][CH3:23]. (5) Given the reactants [Br:1][C:2]1[N:6]2[N:7]=[C:8](Cl)[CH:9]=[CH:10][C:5]2=[N:4][CH:3]=1.[CH3:12][N:13]([CH3:19])[CH2:14][CH2:15][CH2:16][CH2:17][NH2:18].C(Cl)Cl.CO.[NH4+].[OH-], predict the reaction product. The product is: [Br:1][C:2]1[N:6]2[N:7]=[C:8]([NH:18][CH2:17][CH2:16][CH2:15][CH2:14][N:13]([CH3:19])[CH3:12])[CH:9]=[CH:10][C:5]2=[N:4][CH:3]=1.